Task: Predict the reaction yield, written as a fraction of the theoretical maximum amount of product (1.0 means a 100% yield; for example, 0.34 means a 34% yield).. Dataset: Reaction yield outcomes from USPTO patents with 853,638 reactions (1) The reactants are C([Mg]Cl)(C)C.[Cl-].[Li+].[S:8]1[CH:12]=[CH:11][N:10]=[CH:9]1.[O:13]=[C:14]1[CH2:19][CH2:18][CH:17]([C:20]([O:22][CH2:23][CH2:24][CH2:25][CH3:26])=[O:21])[CH2:16][CH2:15]1. The catalyst is C1COCC1. The product is [OH:13][C:14]1([C:9]2[S:8][CH:12]=[CH:11][N:10]=2)[CH2:15][CH2:16][CH:17]([C:20]([O:22][CH2:23][CH2:24][CH2:25][CH3:26])=[O:21])[CH2:18][CH2:19]1. The yield is 0.790. (2) The reactants are [C:1]1([C:7]2[N:12]=[N:11][C:10]([N:13]3[CH2:18][CH2:17][N:16]([C:19]4[N:24]=[CH:23][CH:22]=[CH:21][N:20]=4)[CH2:15][CH2:14]3)=[C:9](O)[CH:8]=2)[CH:6]=[CH:5][CH:4]=[CH:3][CH:2]=1.[OH-].[Na+].P(Cl)(Cl)([Cl:30])=O. No catalyst specified. The product is [Cl:30][C:9]1[CH:8]=[C:7]([C:1]2[CH:6]=[CH:5][CH:4]=[CH:3][CH:2]=2)[N:12]=[N:11][C:10]=1[N:13]1[CH2:18][CH2:17][N:16]([C:19]2[N:24]=[CH:23][CH:22]=[CH:21][N:20]=2)[CH2:15][CH2:14]1. The yield is 0.914. (3) The yield is 0.570. The reactants are C(N(CC)C(C)C)(C)C.[F:10][C:11]1[CH:19]=[C:18]([N+:20]([O-:22])=[O:21])[CH:17]=[CH:16][C:12]=1[C:13]([OH:15])=O.F[P-](F)(F)(F)(F)F.N1(OC(N(C)C)=[N+](C)C)C2N=CC=CC=2N=N1.[C:47]([O:51][C:52]([CH3:55])([CH3:54])[CH3:53])(=[O:50])[NH:48][NH2:49]. The product is [C:52]([O:51][C:47]([NH:48][NH:49][C:13](=[O:15])[C:12]1[CH:16]=[CH:17][C:18]([N+:20]([O-:22])=[O:21])=[CH:19][C:11]=1[F:10])=[O:50])([CH3:55])([CH3:54])[CH3:53]. The catalyst is CN(C=O)C. (4) The reactants are [O:1]1CCO[CH:2]1[CH2:6][CH2:7][N:8]1[C:13]2=[N:14][C:15]([O:18][CH3:19])=[CH:16][N:17]=[C:12]2[CH:11]=[CH:10][C:9]1=[O:20].Cl. The catalyst is O1CCCC1. The product is [CH3:19][O:18][C:15]1[N:14]=[C:13]2[N:8]([CH2:7][CH2:6][CH:2]=[O:1])[C:9](=[O:20])[CH:10]=[CH:11][C:12]2=[N:17][CH:16]=1. The yield is 0.870. (5) The reactants are [O:1]1[CH:5]=[CH:4][CH:3]=[C:2]1[C:6]1[O:7][C:8]([CH3:38])=[C:9]([CH2:11][O:12][C:13]2[CH:18]=[CH:17][C:16]([CH2:19][C:20]([O:22][CH:23]([C:30](=O)[C:31]3[CH:36]=[CH:35][CH:34]=[CH:33][CH:32]=3)[CH2:24][CH2:25][C:26]([O:28][CH3:29])=[O:27])=O)=[CH:15][CH:14]=2)[N:10]=1.C([O-])(=O)C.[NH4+:43].C(O)(=O)C. The catalyst is C(OCC)(=O)C. The product is [O:1]1[CH:5]=[CH:4][CH:3]=[C:2]1[C:6]1[O:7][C:8]([CH3:38])=[C:9]([CH2:11][O:12][C:13]2[CH:18]=[CH:17][C:16]([CH2:19][C:20]3[O:22][C:23]([CH2:24][CH2:25][C:26]([O:28][CH3:29])=[O:27])=[C:30]([C:31]4[CH:36]=[CH:35][CH:34]=[CH:33][CH:32]=4)[N:43]=3)=[CH:15][CH:14]=2)[N:10]=1. The yield is 0.770. (6) The yield is 0.500. The reactants are [Cl:1][C:2]1[C:3]2[N:4]([C:8]([C:19](=O)[C:20]#[CH:21])=[C:9]([C:11]3[CH:16]=[CH:15][CH:14]=[C:13]([O:17][CH3:18])[CH:12]=3)[N:10]=2)[CH:5]=[CH:6][CH:7]=1.[N+]([O-])([O-])=O.[C:27]1([NH:33][C:34]([NH2:36])=[NH2+:35])[CH:32]=[CH:31][CH:30]=[CH:29][CH:28]=1.C(=O)([O-])[O-].[K+].[K+].O. The product is [Cl:1][C:2]1[C:3]2[N:4]([C:8]([C:19]3[CH:20]=[CH:21][N:36]=[C:34]([NH:33][C:27]4[CH:32]=[CH:31][CH:30]=[CH:29][CH:28]=4)[N:35]=3)=[C:9]([C:11]3[CH:16]=[CH:15][CH:14]=[C:13]([O:17][CH3:18])[CH:12]=3)[N:10]=2)[CH:5]=[CH:6][CH:7]=1. The catalyst is CN1CCCC1=O.CCOCC. (7) The reactants are [S:1]1[CH:5]=[C:4]([CH2:6][N:7]2[C:15]3[C:10](=[CH:11][C:12]([NH:16][C:17]4[C:26]5[C:21](=[CH:22][CH:23]=[CH:24][C:25]=5[O:27][C@H:28]([CH3:33])[C:29]([O:31]C)=O)[N:20]=[CH:19][N:18]=4)=[CH:13][CH:14]=3)[CH:9]=[N:8]2)[N:3]=[CH:2]1.[NH3:34]. No catalyst specified. The product is [S:1]1[CH:5]=[C:4]([CH2:6][N:7]2[C:15]3[C:10](=[CH:11][C:12]([NH:16][C:17]4[C:26]5[C:21](=[CH:22][CH:23]=[CH:24][C:25]=5[O:27][C@H:28]([CH3:33])[C:29]([NH2:34])=[O:31])[N:20]=[CH:19][N:18]=4)=[CH:13][CH:14]=3)[CH:9]=[N:8]2)[N:3]=[CH:2]1. The yield is 0.880. (8) The reactants are Cl.[NH2:2][CH2:3][C:4]1[CH:12]=[CH:11][CH:10]=[C:9]2[C:5]=1[C:6](=[O:22])[N:7]([CH:14]1[CH2:19][CH2:18][C:17](=[O:20])[NH:16][C:15]1=[O:21])[C:8]2=[O:13].[CH2:23]1[O:31][C:30]2[CH:29]=[CH:28][C:27]([N:32]=[C:33]=[O:34])=[CH:26][C:25]=2[O:24]1.C(N(C(C)C)CC)(C)C. The catalyst is N1C=CC=CC=1. The product is [CH2:23]1[O:31][C:30]2[CH:29]=[CH:28][C:27]([NH:32][C:33]([NH:2][CH2:3][C:4]3[CH:12]=[CH:11][CH:10]=[C:9]4[C:5]=3[C:6](=[O:22])[N:7]([CH:14]3[CH2:19][CH2:18][C:17](=[O:20])[NH:16][C:15]3=[O:21])[C:8]4=[O:13])=[O:34])=[CH:26][C:25]=2[O:24]1. The yield is 0.810. (9) The reactants are Cl.Cl.[N:3]1([CH2:9][CH:10]([C:22]2([OH:28])[CH2:27][CH2:26][CH2:25][CH2:24][CH2:23]2)[C:11]2[CH:16]=[CH:15][CH:14]=[C:13]([O:17][C:18]([F:21])([F:20])[F:19])[CH:12]=2)[CH2:8][CH2:7][NH:6][CH2:5][CH2:4]1.[CH2:29]=O.O.[OH-].[Na+]. The catalyst is C(O)=O. The product is [CH3:29][N:6]1[CH2:7][CH2:8][N:3]([CH2:9][CH:10]([C:22]2([OH:28])[CH2:27][CH2:26][CH2:25][CH2:24][CH2:23]2)[C:11]2[CH:16]=[CH:15][CH:14]=[C:13]([O:17][C:18]([F:21])([F:20])[F:19])[CH:12]=2)[CH2:4][CH2:5]1. The yield is 0.720. (10) The reactants are [C:1]1([C:7]2[C:15]3[C:10](=[CH:11][CH:12]=[CH:13][CH:14]=3)[N:9]([S:16]([C:19]3[CH:24]=[CH:23][C:22]([CH3:25])=[CH:21][CH:20]=3)(=[O:18])=[O:17])[C:8]=2[CH2:26]O)[CH:6]=[CH:5][CH:4]=[CH:3][CH:2]=1.C1(P(C2C=CC=CC=2)C2C=CC=CC=2)C=CC=CC=1.C1C(=O)N([Br:54])C(=O)C1. The catalyst is C(Cl)Cl. The product is [Br:54][CH2:26][C:8]1[N:9]([S:16]([C:19]2[CH:20]=[CH:21][C:22]([CH3:25])=[CH:23][CH:24]=2)(=[O:17])=[O:18])[C:10]2[C:15]([C:7]=1[C:1]1[CH:2]=[CH:3][CH:4]=[CH:5][CH:6]=1)=[CH:14][CH:13]=[CH:12][CH:11]=2. The yield is 0.290.